Task: Regression. Given a peptide amino acid sequence and an MHC pseudo amino acid sequence, predict their binding affinity value. This is MHC class I binding data.. Dataset: Peptide-MHC class I binding affinity with 185,985 pairs from IEDB/IMGT (1) The peptide sequence is GTFEFTSFFY. The MHC is HLA-A03:01 with pseudo-sequence HLA-A03:01. The binding affinity (normalized) is 0.744. (2) The peptide sequence is QFAGGSFDF. The MHC is HLA-B27:05 with pseudo-sequence HLA-B27:05. The binding affinity (normalized) is 0.0396. (3) The peptide sequence is LAGIVQQQQQL. The MHC is Mamu-B08 with pseudo-sequence Mamu-B08. The binding affinity (normalized) is 0.133. (4) The peptide sequence is LLKTRFRGL. The MHC is HLA-B40:01 with pseudo-sequence HLA-B40:01. The binding affinity (normalized) is 0.0847. (5) The peptide sequence is SVTLITSL. The MHC is H-2-Kb with pseudo-sequence H-2-Kb. The binding affinity (normalized) is 0.106. (6) The peptide sequence is SDILSGIFSNPH. The MHC is HLA-A02:01 with pseudo-sequence HLA-A02:01. The binding affinity (normalized) is 0.124.